Task: Regression. Given two drug SMILES strings and cell line genomic features, predict the synergy score measuring deviation from expected non-interaction effect.. Dataset: NCI-60 drug combinations with 297,098 pairs across 59 cell lines Drug 1: CN1CCC(CC1)COC2=C(C=C3C(=C2)N=CN=C3NC4=C(C=C(C=C4)Br)F)OC. Drug 2: CC1=C2C(C(=O)C3(C(CC4C(C3C(C(C2(C)C)(CC1OC(=O)C(C(C5=CC=CC=C5)NC(=O)C6=CC=CC=C6)O)O)OC(=O)C7=CC=CC=C7)(CO4)OC(=O)C)O)C)OC(=O)C. Cell line: SK-MEL-28. Synergy scores: CSS=22.2, Synergy_ZIP=2.14, Synergy_Bliss=3.52, Synergy_Loewe=-20.8, Synergy_HSA=0.832.